Dataset: Reaction yield outcomes from USPTO patents with 853,638 reactions. Task: Predict the reaction yield, written as a fraction of the theoretical maximum amount of product (1.0 means a 100% yield; for example, 0.34 means a 34% yield). The reactants are [Br:1][C:2]1[CH:7]=[CH:6][C:5]([N+:8]([O-:10])=[O:9])=[C:4](I)[CH:3]=1.[CH3:12][C:13]1([CH3:47])[C:37]2[C:17]([CH:18]=[C:19]3[CH:36]=[C:35]4[C:22]([C:23]5[C:28]([C:29]6[C:34]4=[CH:33][CH:32]=[CH:31][CH:30]=6)=[CH:27][CH:26]=[CH:25][CH:24]=5)=[CH:21][C:20]3=2)=[CH:16][C:15](B2OC(C)(C)C(C)(C)O2)=[CH:14]1.C([O-])([O-])=O.[Na+].[Na+].CCO. The catalyst is C1C=CC([P]([Pd]([P](C2C=CC=CC=2)(C2C=CC=CC=2)C2C=CC=CC=2)([P](C2C=CC=CC=2)(C2C=CC=CC=2)C2C=CC=CC=2)[P](C2C=CC=CC=2)(C2C=CC=CC=2)C2C=CC=CC=2)(C2C=CC=CC=2)C2C=CC=CC=2)=CC=1.CO.C1(C)C=CC=CC=1. The product is [Br:1][C:2]1[CH:7]=[CH:6][C:5]([N+:8]([O-:10])=[O:9])=[C:4]([C:15]2[CH:16]=[C:17]3[C:37]([C:13]([CH3:47])([CH3:12])[CH:14]=2)=[C:20]2[C:19]([CH:36]=[C:35]4[C:22](=[CH:21]2)[C:23]2[CH:24]=[CH:25][CH:26]=[CH:27][C:28]=2[C:29]2[CH:30]=[CH:31][CH:32]=[CH:33][C:34]4=2)=[CH:18]3)[CH:3]=1. The yield is 0.570.